This data is from Full USPTO retrosynthesis dataset with 1.9M reactions from patents (1976-2016). The task is: Predict the reactants needed to synthesize the given product. (1) The reactants are: [C:1]([C:5]1[N:9]([CH2:10][CH:11]2[CH2:16][CH2:15][O:14][CH2:13][CH2:12]2)[C:8]2[CH:17]=[CH:18][C:19]([S:21](Cl)(=[O:23])=[O:22])=[CH:20][C:7]=2[N:6]=1)([CH3:4])([CH3:3])[CH3:2].[C:25]([NH2:29])([CH3:28])([CH3:27])[CH3:26]. Given the product [C:25]([NH:29][S:21]([C:19]1[CH:18]=[CH:17][C:8]2[N:9]([CH2:10][CH:11]3[CH2:16][CH2:15][O:14][CH2:13][CH2:12]3)[C:5]([C:1]([CH3:4])([CH3:3])[CH3:2])=[N:6][C:7]=2[CH:20]=1)(=[O:23])=[O:22])([CH3:28])([CH3:27])[CH3:26], predict the reactants needed to synthesize it. (2) Given the product [F:30][C:27]1[CH:28]=[CH:29][C:24]([N:21]2[C:16]3[CH:17]=[C:18]4[C@:13]([CH2:31][O:32][CH2:33][C:34]5[CH:38]=[C:37]([CH3:39])[O:36][N:35]=5)([CH2:14][C:15]=3[CH:23]=[N:22]2)[CH2:12][N:11]([S:8]([C:5]2[CH:6]=[N:7][C:2]([N:43]3[CH2:44][CH2:45][C@@H:41]([F:40])[CH2:42]3)=[CH:3][CH:4]=2)(=[O:10])=[O:9])[CH2:20][CH2:19]4)=[CH:25][CH:26]=1, predict the reactants needed to synthesize it. The reactants are: Cl[C:2]1[N:7]=[CH:6][C:5]([S:8]([N:11]2[CH2:20][CH2:19][C:18]3[C@:13]([CH2:31][O:32][CH2:33][C:34]4[CH:38]=[C:37]([CH3:39])[O:36][N:35]=4)([CH2:14][C:15]4[CH:23]=[N:22][N:21]([C:24]5[CH:29]=[CH:28][C:27]([F:30])=[CH:26][CH:25]=5)[C:16]=4[CH:17]=3)[CH2:12]2)(=[O:10])=[O:9])=[CH:4][CH:3]=1.[F:40][C@@H:41]1[CH2:45][CH2:44][NH:43][CH2:42]1. (3) Given the product [C:2]1([NH:1][C:8](=[O:39])[O:9][C@@H:10]2[CH2:14][C@H:13]([C:15]3[N:19]4[C:20]5[CH:26]=[CH:25][N:24]([S:27]([C:30]6[CH:31]=[CH:32][C:33]([CH3:34])=[CH:35][CH:36]=6)(=[O:29])=[O:28])[C:21]=5[N:22]=[CH:23][C:18]4=[N:17][N:16]=3)[C@H:12]([CH2:37][CH3:38])[CH2:11]2)[CH:7]=[CH:6][CH:5]=[CH:4][CH:3]=1, predict the reactants needed to synthesize it. The reactants are: [NH2:1][C:2]1[CH:7]=[CH:6][CH:5]=[CH:4][CH:3]=1.[C:8](=O)([O:39]C1C=CC([N+]([O-])=O)=CC=1)[O:9][C@@H:10]1[CH2:14][C@H:13]([C:15]2[N:19]3[C:20]4[CH:26]=[CH:25][N:24]([S:27]([C:30]5[CH:36]=[CH:35][C:33]([CH3:34])=[CH:32][CH:31]=5)(=[O:29])=[O:28])[C:21]=4[N:22]=[CH:23][C:18]3=[N:17][N:16]=2)[C@H:12]([CH2:37][CH3:38])[CH2:11]1. (4) Given the product [Br:1][C:2]1[CH:7]=[CH:6][C:5]([CH:8]([C:19]2[CH:24]=[CH:23][C:22]([F:25])=[CH:21][C:20]=2[CH3:26])[CH2:9]/[C:10](/[C:12]2[CH:17]=[CH:16][N:15]=[C:14]([CH3:18])[CH:13]=2)=[N:28]\[OH:29])=[CH:4][CH:3]=1, predict the reactants needed to synthesize it. The reactants are: [Br:1][C:2]1[CH:7]=[CH:6][C:5]([CH:8]([C:19]2[CH:24]=[CH:23][C:22]([F:25])=[CH:21][C:20]=2[CH3:26])[CH2:9][C:10]([C:12]2[CH:17]=[CH:16][N:15]=[C:14]([CH3:18])[CH:13]=2)=O)=[CH:4][CH:3]=1.Cl.[NH2:28][OH:29].C([O-])(O)=O.[Na+]. (5) Given the product [Cl:32][C:15]1[CH:14]=[C:13]([CH2:21][CH2:22][C:23]2[CH:28]=[CH:27][CH:26]=[C:25]([Cl:29])[CH:24]=2)[C:12]2[C:17](=[CH:18][CH:19]=[C:10]([C:8]([C:5]3[CH:6]=[CH:7][C:2]([Cl:1])=[CH:3][CH:4]=3)=[O:9])[CH:11]=2)[N:16]=1, predict the reactants needed to synthesize it. The reactants are: [Cl:1][C:2]1[CH:7]=[CH:6][C:5]([C:8]([C:10]2[CH:11]=[C:12]3[C:17](=[CH:18][CH:19]=2)[N+:16]([O-])=[CH:15][CH:14]=[C:13]3[CH2:21][CH2:22][C:23]2[CH:28]=[CH:27][CH:26]=[C:25]([Cl:29])[CH:24]=2)=[O:9])=[CH:4][CH:3]=1.P(Cl)(Cl)([Cl:32])=O.